Dataset: Full USPTO retrosynthesis dataset with 1.9M reactions from patents (1976-2016). Task: Predict the reactants needed to synthesize the given product. (1) Given the product [Br:1][C:2]1[CH:3]=[C:4]([CH:8]=[CH:9][C:10]=1[CH3:11])[C:5]([NH2:19])=[O:6], predict the reactants needed to synthesize it. The reactants are: [Br:1][C:2]1[CH:3]=[C:4]([CH:8]=[CH:9][C:10]=1[CH3:11])[C:5](O)=[O:6].C(Cl)(=O)C(Cl)=O.C[N:19](C)C=O. (2) Given the product [S:51]([C:55]1[CH:61]=[CH:60][C:58]([CH3:59])=[CH:57][CH:56]=1)([OH:54])(=[O:53])=[O:52].[F:21][C:22]([F:33])([F:34])[O:23][C:24]1[CH:29]=[CH:28][CH:27]=[CH:26][C:25]=1[CH2:30][CH2:31][NH:32][CH2:2][CH2:3][CH2:4][CH2:5][C:6]([C:8]1[CH:9]=[C:10]([S:17]([NH2:20])(=[O:19])=[O:18])[C:11]2[O:15][CH2:14][CH2:13][C:12]=2[CH:16]=1)=[O:7], predict the reactants needed to synthesize it. The reactants are: Cl[CH2:2][CH2:3][CH2:4][CH2:5][C:6]([C:8]1[CH:9]=[C:10]([S:17]([NH2:20])(=[O:19])=[O:18])[C:11]2[O:15][CH2:14][CH2:13][C:12]=2[CH:16]=1)=[O:7].[F:21][C:22]([F:34])([F:33])[O:23][C:24]1[CH:29]=[CH:28][CH:27]=[CH:26][C:25]=1[CH2:30][CH2:31][NH2:32].[I-].[Na+].C(=O)([O-])[O-].[Na+].[Na+].C(OCCC)(=O)C.O.[S:51]([C:55]1[CH:61]=[CH:60][C:58]([CH3:59])=[CH:57][CH:56]=1)([OH:54])(=[O:53])=[O:52]. (3) The reactants are: [F:1][C:2]1([F:18])[CH2:7][O:6][C:5]([NH2:8])=[N:4][C@@:3]21[C:16]1[C:11](=[CH:12][CH:13]=[C:14]([NH2:17])[CH:15]=1)[CH2:10][CH2:9]2.[Cl:19][C:20]1[CH:21]=[CH:22][C:23]([C:26](O)=[O:27])=[N:24][CH:25]=1. Given the product [NH2:8][C:5]1[O:6][CH2:7][C:2]([F:1])([F:18])[C@@:3]2([C:16]3[C:11](=[CH:12][CH:13]=[C:14]([NH:17][C:26](=[O:27])[C:23]4[CH:22]=[CH:21][C:20]([Cl:19])=[CH:25][N:24]=4)[CH:15]=3)[CH2:10][CH2:9]2)[N:4]=1, predict the reactants needed to synthesize it. (4) Given the product [C:3]([O:11][CH:18]([C:22](=[O:24])[CH3:23])[C:19](=[O:21])[CH3:20])(=[O:10])[C:4]1[CH:9]=[CH:8][CH:7]=[CH:6][CH:5]=1, predict the reactants needed to synthesize it. The reactants are: [OH-].[K+].[C:3]([OH:11])(=[O:10])[C:4]1[CH:9]=[CH:8][CH:7]=[CH:6][CH:5]=1.CN(C=O)C.Cl[CH:18]([C:22](=[O:24])[CH3:23])[C:19](=[O:21])[CH3:20]. (5) Given the product [Cl:1][C:2]1[CH:3]=[C:4]([CH:8]=[CH:9][N:10]=1)[C:5]([N:11]([CH3:13])[CH3:12])=[O:6], predict the reactants needed to synthesize it. The reactants are: [Cl:1][C:2]1[CH:3]=[C:4]([CH:8]=[CH:9][N:10]=1)[C:5](O)=[O:6].[NH:11]([CH3:13])[CH3:12].CCN=C=NCCCN(C)C.Cl.C1C=CC2N(O)N=NC=2C=1.O. (6) Given the product [CH2:1]([NH:9][C:10]1[N:15]=[C:14]([N:16]2[C:25]3[N:24]=[C:23]([C:26]4[CH:31]=[CH:30][CH:29]=[CH:28][CH:27]=4)[C:22]([CH:32]=[O:33])=[CH:21][C:20]=3[CH2:19][CH2:18][CH2:17]2)[CH:13]=[CH:12][N:11]=1)[CH2:2][C:3]1[CH:8]=[CH:7][CH:6]=[CH:5][CH:4]=1, predict the reactants needed to synthesize it. The reactants are: [CH2:1]([NH:9][C:10]1[N:15]=[C:14]([N:16]2[C:25]3[N:24]=[C:23]([C:26]4[CH:31]=[CH:30][CH:29]=[CH:28][CH:27]=4)[C:22]([CH2:32][OH:33])=[CH:21][C:20]=3[CH2:19][CH2:18][CH2:17]2)[CH:13]=[CH:12][N:11]=1)[CH2:2][C:3]1[CH:8]=[CH:7][CH:6]=[CH:5][CH:4]=1.CC(OI1(OC(C)=O)(OC(C)=O)OC(=O)C2C=CC=CC1=2)=O. (7) Given the product [F:39][C:40]1[CH:47]=[CH:46][C:43]([CH2:44][NH:45][C:21]([C:11]2[N:12]=[C:13]3[CH2:20][CH:19]([N:28]([O:27][CH3:26])[CH3:29])[CH2:18][CH2:17][N:14]3[C:15](=[O:16])[C:10]=2[OH:9])=[O:23])=[CH:42][CH:41]=1, predict the reactants needed to synthesize it. The reactants are: C([O:9][C:10]1[C:15](=[O:16])[N:14]2[CH2:17][CH2:18][CH:19]=[CH:20][C:13]2=[N:12][C:11]=1[C:21]([O:23]C)=O)(=O)C1C=CC=CC=1.Cl.[CH3:26][O:27][NH:28][CH3:29].CCN(C(C)C)C(C)C.[F:39][C:40]1[CH:47]=[CH:46][C:43]([CH2:44][NH2:45])=[CH:42][CH:41]=1.C(N(CC)CC)C. (8) Given the product [CH3:1][O:2][C:3]([CH:5]1[CH2:9][CH:8]([N:18]=[N+:19]=[N-:20])[CH2:7][N:6]1[C:11]([O:13][C:14]([CH3:17])([CH3:16])[CH3:15])=[O:12])=[O:4], predict the reactants needed to synthesize it. The reactants are: [CH3:1][O:2][C:3]([CH:5]1[CH2:9][CH:8](I)[CH2:7][N:6]1[C:11]([O:13][C:14]([CH3:17])([CH3:16])[CH3:15])=[O:12])=[O:4].[N-:18]=[N+:19]=[N-:20].[Na+].